Dataset: Reaction yield outcomes from USPTO patents with 853,638 reactions. Task: Predict the reaction yield, written as a fraction of the theoretical maximum amount of product (1.0 means a 100% yield; for example, 0.34 means a 34% yield). The reactants are Br[C:2]1[N:6]([S:7]([C:10]2[CH:11]=[N:12][CH:13]=[CH:14][CH:15]=2)(=[O:9])=[O:8])[CH:5]=[C:4]([CH2:16][N:17]([CH3:25])[C:18](=[O:24])[O:19][C:20]([CH3:23])([CH3:22])[CH3:21])[CH:3]=1.[F:26][C:27]1[C:32](B(O)O)=[CH:31][CH:30]=[CH:29][N:28]=1.C(=O)([O-])[O-].[Na+].[Na+]. The catalyst is COCCOC.O.C1C=CC([P]([Pd]([P](C2C=CC=CC=2)(C2C=CC=CC=2)C2C=CC=CC=2)([P](C2C=CC=CC=2)(C2C=CC=CC=2)C2C=CC=CC=2)[P](C2C=CC=CC=2)(C2C=CC=CC=2)C2C=CC=CC=2)(C2C=CC=CC=2)C2C=CC=CC=2)=CC=1. The product is [F:26][C:27]1[C:32]([C:2]2[N:6]([S:7]([C:10]3[CH:11]=[N:12][CH:13]=[CH:14][CH:15]=3)(=[O:9])=[O:8])[CH:5]=[C:4]([CH2:16][N:17]([CH3:25])[C:18](=[O:24])[O:19][C:20]([CH3:23])([CH3:22])[CH3:21])[CH:3]=2)=[CH:31][CH:30]=[CH:29][N:28]=1. The yield is 0.690.